From a dataset of Forward reaction prediction with 1.9M reactions from USPTO patents (1976-2016). Predict the product of the given reaction. (1) Given the reactants [F:1][C:2]1[C:3]([NH:28][CH:29]([C:36]2([CH3:42])[CH2:41][CH2:40][CH2:39][CH2:38][CH2:37]2)[CH2:30][C:31]([O:33][CH2:34][CH3:35])=[O:32])=[N:4][C:5]([C:8]2[C:16]3[C:11](=[N:12][CH:13]=[C:14]([F:17])[CH:15]=3)[N:10](S(C3C=CC(C)=CC=3)(=O)=O)[CH:9]=2)=[N:6][CH:7]=1.Cl, predict the reaction product. The product is: [F:1][C:2]1[C:3]([NH:28][CH:29]([C:36]2([CH3:42])[CH2:41][CH2:40][CH2:39][CH2:38][CH2:37]2)[CH2:30][C:31]([O:33][CH2:34][CH3:35])=[O:32])=[N:4][C:5]([C:8]2[C:16]3[C:11](=[N:12][CH:13]=[C:14]([F:17])[CH:15]=3)[NH:10][CH:9]=2)=[N:6][CH:7]=1. (2) Given the reactants [CH3:1][C:2]([CH3:14])([CH3:13])[CH2:3][O:4][C:5]1[CH:9]=[CH:8][N:7](C(=O)C)[N:6]=1.[OH-].[Na+], predict the reaction product. The product is: [CH3:1][C:2]([CH3:14])([CH3:13])[CH2:3][O:4][C:5]1[CH:9]=[CH:8][NH:7][N:6]=1. (3) Given the reactants [CH3:1][C:2]([C@H:4]1[C@@H:8]2[C@@H:9]3[C@@:22]([CH3:25])([CH2:23][CH2:24][C@@:7]2([C:31]([OH:33])=[O:32])[CH2:6][CH2:5]1)[C@@:21]1([CH3:26])[C@@H:12]([C@:13]2([CH3:30])[C@@H:18]([CH2:19][CH2:20]1)[C:17]([CH3:28])([CH3:27])[C@@H:16]([OH:29])[CH2:15][CH2:14]2)[CH2:11][CH2:10]3)=[CH2:3].[C:34](OC(=O)C)(=[O:36])[CH3:35].Cl.CCOC(C)=O.C(Cl)Cl, predict the reaction product. The product is: [CH3:3][C:2]([CH:4]1[CH:8]2[CH:9]3[C:22]([CH3:25])([CH2:23][CH2:24][C:7]2([C:31]([OH:33])=[O:32])[CH2:6][CH2:5]1)[C:21]1([CH3:26])[CH:12]([C:13]2([CH3:30])[CH:18]([CH2:19][CH2:20]1)[C:17]([CH3:27])([CH3:28])[CH:16]([O:29][C:34]([CH3:35])=[O:36])[CH2:15][CH2:14]2)[CH2:11][CH2:10]3)=[CH2:1]. (4) Given the reactants [CH2:1]([S:3]([N:6]1[CH2:11][CH2:10][CH:9]([C:12]2[C:20]3[C:15](=[C:16]([C:38]([NH2:40])=[O:39])[CH:17]=[C:18]([C:21]4[CH:25]=[C:24]([CH2:26][N:27]5[CH2:31][CH2:30][CH2:29][CH:28]5C5C=CC=CC=5)[S:23][CH:22]=4)[CH:19]=3)[NH:14][CH:13]=2)[CH2:8][CH2:7]1)(=[O:5])=[O:4])[CH3:2].C1([CH:47]2CC[CH2:49][NH:48]2)C=CC=CC=1, predict the reaction product. The product is: [CH3:47][N:48]([CH3:49])[C@H:29]1[CH2:30][CH2:31][N:27]([CH2:26][C:24]2[S:23][CH:22]=[C:21]([C:18]3[CH:19]=[C:20]4[C:15](=[C:16]([C:38]([NH2:40])=[O:39])[CH:17]=3)[NH:14][CH:13]=[C:12]4[CH:9]3[CH2:8][CH2:7][N:6]([S:3]([CH2:1][CH3:2])(=[O:4])=[O:5])[CH2:11][CH2:10]3)[CH:25]=2)[CH2:28]1. (5) Given the reactants [NH2:1][C@H:2]1[CH2:6][CH2:5][N:4]([C:7]2[CH:19]=[CH:18][C:10]([C:11]([O:13][C:14]([CH3:17])([CH3:16])[CH3:15])=[O:12])=[CH:9][CH:8]=2)[CH2:3]1.CCN(CC)CC.Cl.[C:28](Cl)(=[O:35])[C:29]1[CH:34]=[CH:33][CH:32]=[N:31][CH:30]=1, predict the reaction product. The product is: [C:28]([NH:1][C@H:2]1[CH2:6][CH2:5][N:4]([C:7]2[CH:19]=[CH:18][C:10]([C:11]([O:13][C:14]([CH3:16])([CH3:15])[CH3:17])=[O:12])=[CH:9][CH:8]=2)[CH2:3]1)(=[O:35])[C:29]1[CH:34]=[CH:33][CH:32]=[N:31][CH:30]=1. (6) Given the reactants [F:1][C:2]([F:23])([F:22])[C:3]1([C:18]([F:21])([F:20])[F:19])[C:7](=[O:8])[N:6]([C@@H:9]([CH2:13][CH:14]([CH3:16])[CH3:15])[C:10](O)=[O:11])[C:5](=[O:17])[NH:4]1.[CH3:24][C:25]1[CH:30]=[CH:29][CH:28]=[CH:27][C:26]=1[NH:31][C:32](=[O:44])[NH:33][C:34]1[CH:41]=[CH:40][C:37]([CH2:38]Cl)=[CH:36][C:35]=1[O:42][CH3:43].[NH2:45][C@H:46]([CH3:55])[CH2:47][C:48]([O:50]C(C)(C)C)=[O:49], predict the reaction product. The product is: [F:1][C:2]([F:22])([F:23])[C:3]1([C:18]([F:21])([F:20])[F:19])[C:7](=[O:8])[N:6]([C@@H:9]([CH2:13][CH:14]([CH3:15])[CH3:16])[C:10]([NH:45][C@H:46]([CH3:55])[CH2:47][C:48]([OH:50])=[O:49])=[O:11])[C:5](=[O:17])[N:4]1[CH2:38][C:37]1[CH:40]=[CH:41][C:34]([NH:33][C:32]([NH:31][C:26]2[CH:27]=[CH:28][CH:29]=[CH:30][C:25]=2[CH3:24])=[O:44])=[C:35]([O:42][CH3:43])[CH:36]=1.